Task: Predict the reactants needed to synthesize the given product.. Dataset: Full USPTO retrosynthesis dataset with 1.9M reactions from patents (1976-2016) (1) Given the product [OH:8][NH:7][C:21]([C@H:18]1[CH2:19][CH2:20][C@H:15]([CH2:10][CH2:11][CH2:12][CH2:13][CH3:14])[CH2:16][CH2:17]1)=[NH:22], predict the reactants needed to synthesize it. The reactants are: C(=O)([O-])[O-].[K+].[K+].[NH2:7][OH:8].Cl.[CH2:10]([C@H:15]1[CH2:20][CH2:19][C@H:18]([C:21]#[N:22])[CH2:17][CH2:16]1)[CH2:11][CH2:12][CH2:13][CH3:14].C(O)C. (2) Given the product [CH3:1][C@@H:2]1[NH:3][CH2:4][CH2:5][N:6]([C:8]2[C:17]3[C:12](=[CH:13][CH:14]=[CH:15][CH:16]=3)[C:11]([C:18]3[CH:23]=[CH:22][CH:21]=[CH:20][CH:19]=3)=[N:10][N:9]=2)[CH2:7]1, predict the reactants needed to synthesize it. The reactants are: [CH3:1][C@H:2]1[CH2:7][N:6]([C:8]2[C:17]3[C:12](=[CH:13][CH:14]=[CH:15][CH:16]=3)[C:11]([C:18]3[CH:23]=[CH:22][CH:21]=[CH:20][CH:19]=3)=[N:10][N:9]=2)[CH2:5][CH2:4][N:3]1C(OC(C)(C)C)=O.FC(F)(F)C(O)=O.C([O-])(O)=O.[Na+]. (3) Given the product [Cl:15][C:11]1[CH:12]=[C:13]2[C:8](=[C:9]([CH2:16][C:17]#[N:18])[CH:10]=1)[NH:7][C:6]([C:4]([OH:5])=[O:3])=[CH:14]2, predict the reactants needed to synthesize it. The reactants are: C([O:3][C:4]([C:6]1[NH:7][C:8]2[C:13]([CH:14]=1)=[CH:12][C:11]([Cl:15])=[CH:10][C:9]=2[CH2:16][C:17]#[N:18])=[O:5])C.O[Li].O.Cl. (4) Given the product [CH3:1][C:2]1[O:3][C:4]([CH3:14])=[C:5]([C:7](=[O:13])[CH2:8][CH2:9][CH:10]([CH3:11])[CH3:12])[N:6]=1, predict the reactants needed to synthesize it. The reactants are: [CH3:1][C:2]1[O:3][C:4]([CH3:14])=[C:5]([CH:7]([OH:13])[CH2:8][CH2:9][CH:10]([CH3:12])[CH3:11])[N:6]=1. (5) Given the product [CH:14]1([C:12]2[C:7]3[C:6](=[CH:5][CH:4]=[C:3]([O:2][CH3:1])[CH:8]=3)[CH2:9][CH2:10][N:11]=2)[CH2:19][CH2:18][CH2:17][CH2:16][CH2:15]1, predict the reactants needed to synthesize it. The reactants are: [CH3:1][O:2][C:3]1[CH:8]=[CH:7][C:6]([CH2:9][CH2:10][NH:11][C:12]([CH:14]2[CH2:19][CH2:18][CH2:17][CH2:16][CH2:15]2)=O)=[CH:5][CH:4]=1.O=P12OP3(OP(OP(O3)(O1)=O)(=O)O2)=O.P(Cl)(Cl)(Cl)=O.